From a dataset of Full USPTO retrosynthesis dataset with 1.9M reactions from patents (1976-2016). Predict the reactants needed to synthesize the given product. Given the product [NH2:1][C:2]1[N:10]=[C:9]([O:11][CH2:12][CH2:13][CH2:14][CH3:15])[N:8]=[C:7]2[C:3]=1[NH:4][C:5](=[O:46])[N:6]2[CH2:16][C:17]1[CH:18]=[CH:19][C:20]([CH2:21][N:22]2[CH2:23][CH2:24][CH:25]([N:28]([CH3:43])[CH2:29][CH2:30][O:31][C:32]3[CH:33]=[C:34]([CH2:38][C:39]([O:41][CH3:42])=[O:40])[CH:35]=[CH:36][CH:37]=3)[CH2:26][CH2:27]2)=[CH:44][CH:45]=1, predict the reactants needed to synthesize it. The reactants are: [NH2:1][C:2]1[N:10]=[C:9]([O:11][CH2:12][CH2:13][CH2:14][CH3:15])[N:8]=[C:7]2[C:3]=1[N:4]=[C:5]([O:46]C)[N:6]2[CH2:16][C:17]1[CH:45]=[CH:44][C:20]([CH2:21][N:22]2[CH2:27][CH2:26][CH:25]([N:28]([CH3:43])[CH2:29][CH2:30][O:31][C:32]3[CH:33]=[C:34]([CH2:38][C:39]([O:41][CH3:42])=[O:40])[CH:35]=[CH:36][CH:37]=3)[CH2:24][CH2:23]2)=[CH:19][CH:18]=1.Cl.CO.